This data is from Forward reaction prediction with 1.9M reactions from USPTO patents (1976-2016). The task is: Predict the product of the given reaction. The product is: [C:1]1([O:11][C:14](=[O:15])[N:13]([CH3:12])[C:17]2[CH:22]=[CH:21][CH:20]=[CH:19][CH:18]=2)[C:10]2[CH2:9][CH2:8][CH2:7][CH2:6][C:5]=2[CH:4]=[CH:3][CH:2]=1. Given the reactants [C:1]1([OH:11])[C:10]2[CH2:9][CH2:8][CH2:7][CH2:6][C:5]=2[CH:4]=[CH:3][CH:2]=1.[CH3:12][N:13]([C:17]1[CH:22]=[CH:21][CH:20]=[CH:19][CH:18]=1)[C:14](Cl)=[O:15], predict the reaction product.